This data is from Peptide-MHC class II binding affinity with 134,281 pairs from IEDB. The task is: Regression. Given a peptide amino acid sequence and an MHC pseudo amino acid sequence, predict their binding affinity value. This is MHC class II binding data. The peptide sequence is KKSGARSNVTFTVNQTS. The MHC is DRB1_1301 with pseudo-sequence DRB1_1301. The binding affinity (normalized) is 0.